Dataset: Full USPTO retrosynthesis dataset with 1.9M reactions from patents (1976-2016). Task: Predict the reactants needed to synthesize the given product. (1) Given the product [O:24]1[CH:28]=[CH:27][C:26]([C:2]2[CH:7]=[CH:6][C:5]([N:8]3[CH:12]=[C:11]([CH3:13])[CH:10]=[C:9]3[C:14]3[CH:19]=[CH:18][C:17]([S:20]([CH3:23])(=[O:22])=[O:21])=[CH:16][CH:15]=3)=[CH:4][CH:3]=2)=[CH:25]1, predict the reactants needed to synthesize it. The reactants are: Br[C:2]1[CH:7]=[CH:6][C:5]([N:8]2[CH:12]=[C:11]([CH3:13])[CH:10]=[C:9]2[C:14]2[CH:19]=[CH:18][C:17]([S:20]([CH3:23])(=[O:22])=[O:21])=[CH:16][CH:15]=2)=[CH:4][CH:3]=1.[O:24]1[CH:28]=[CH:27][C:26](B(O)O)=[CH:25]1.C([O-])(O)=O.[Na+]. (2) Given the product [CH2:7]([C@H:8]([N:12]([CH2:27][C:28]1[CH:29]=[CH:30][C:31]([C:34]2[CH:39]=[CH:38][CH:37]=[CH:36][N:35]=2)=[CH:32][CH:33]=1)[C:13](=[O:26])[CH:14]=[CH:15][C:16]1[CH:21]=[CH:20][C:19]([C:22]([F:23])([F:25])[F:24])=[CH:18][CH:17]=1)[C:9](=[O:10])[N:79]1[CH2:78][CH2:77][C:76]2[C:81](=[CH:82][CH:83]=[C:74]([C:73]([F:72])([F:84])[F:85])[CH:75]=2)[CH2:80]1)[C:1]1[CH:6]=[CH:5][CH:4]=[CH:3][CH:2]=1, predict the reactants needed to synthesize it. The reactants are: [C:1]1([CH2:7][C@H:8]([N:12]([CH2:27][C:28]2[CH:33]=[CH:32][C:31]([C:34]3[CH:39]=[CH:38][CH:37]=[CH:36][N:35]=3)=[CH:30][CH:29]=2)[C:13](=[O:26])[CH:14]=[CH:15][C:16]2[CH:21]=[CH:20][C:19]([C:22]([F:25])([F:24])[F:23])=[CH:18][CH:17]=2)[C:9](O)=[O:10])[CH:6]=[CH:5][CH:4]=[CH:3][CH:2]=1.CN(C(ON1N=NC2C=CC=CC1=2)=[N+](C)C)C.[B-](F)(F)(F)F.CCN(C(C)C)C(C)C.Cl.[F:72][C:73]([F:85])([F:84])[C:74]1[CH:75]=[C:76]2[C:81](=[CH:82][CH:83]=1)[CH2:80][NH:79][CH2:78][CH2:77]2. (3) Given the product [S:1]([N:11]1[CH2:15][CH2:14][CH2:13][C@@H:12]1[C:16]([O:18][C@:19]([C:25]1[CH:33]=[C:32]2[N:28]([CH2:29][CH2:30][C:31]32[O:37][CH2:36][CH2:35][O:34]3)[C:27](=[O:38])[C:26]=1[C:39]#[N:40])([CH2:42][CH3:43])[C:20]([O:22][CH2:23][CH3:24])=[O:21])=[O:17])([C:4]1[CH:10]=[CH:9][C:7]([CH3:8])=[CH:6][CH:5]=1)(=[O:2])=[O:3], predict the reactants needed to synthesize it. The reactants are: [S:1]([N:11]1[CH2:15][CH2:14][CH2:13][C@@H:12]1[C:16]([O:18][CH:19]([C:25]1[CH:33]=[C:32]2[N:28]([CH2:29][CH2:30][C:31]32[O:37][CH2:36][CH2:35][O:34]3)[C:27](=[O:38])[C:26]=1[C:39]#[N:40])[C:20]([O:22][CH2:23][CH3:24])=[O:21])=[O:17])([C:4]1[CH:10]=[CH:9][C:7]([CH3:8])=[CH:6][CH:5]=1)(=[O:3])=[O:2].I[CH2:42][CH3:43].[OH-].[Na+].CN(C)C=O.